From a dataset of Forward reaction prediction with 1.9M reactions from USPTO patents (1976-2016). Predict the product of the given reaction. (1) Given the reactants Cl[C:2]1[CH:11]=[C:10]2[C:5]([CH:6]=[CH:7][C:8](C)=[N:9]2)=[C:4]([C:13]2[CH:18]=[CH:17][C:16]([Cl:19])=[CH:15][CH:14]=2)[C:3]=1[OH:20].Br[C:22]1C(O)=C(C)C=C2C=1C=CC=N2, predict the reaction product. The product is: [Cl:19][C:16]1[CH:15]=[CH:14][C:13]([C:4]2[C:3]([OH:20])=[C:2]([CH3:22])[CH:11]=[C:10]3[C:5]=2[CH:6]=[CH:7][CH:8]=[N:9]3)=[CH:18][CH:17]=1. (2) Given the reactants Cl[C:2]1[N:10]=[C:9]2[C:5]([N:6]=[CH:7][N:8]2[C@@H:11]2[CH2:15][C@H:14]([N:16]3[CH:20]=[C:19]([CH2:21][CH3:22])[CH:18]=[N:17]3)[C@@H:13]([OH:23])[C@H:12]2[OH:24])=[C:4]([NH:25][CH2:26][CH:27]([C:34]2[CH:39]=[CH:38][CH:37]=[CH:36][CH:35]=2)[C:28]2[CH:33]=[CH:32][CH:31]=[CH:30][CH:29]=2)[N:3]=1.[F:40][C:41]([F:46])([F:45])[C:42]([OH:44])=[O:43].C1(C(C2C=CC=CC=2)CN[C:56]2[N:64]=[C:63](NCCN3CCCCC3)N=[C:61]3[C:57]=2N=C[N:60]3[C@@H:74]2[CH2:78][C@H:77](N3C=C(CO)C=N3)[C@@H:76](O)[C@H]2O)C=CC=CC=1.N1([C@@H]2CCNC2)CCCC1, predict the reaction product. The product is: [F:40][C:41]([F:46])([F:45])[C:42]([OH:44])=[O:43].[N:60]1([C@@H:61]2[CH2:57][CH2:56][N:64]([C:2]3[N:10]=[C:9]4[C:5]([N:6]=[CH:7][N:8]4[C@@H:11]4[CH2:15][C@H:14]([N:16]5[CH:20]=[C:19]([CH2:21][CH3:22])[CH:18]=[N:17]5)[C@@H:13]([OH:23])[C@H:12]4[OH:24])=[C:4]([NH:25][CH2:26][CH:27]([C:34]4[CH:39]=[CH:38][CH:37]=[CH:36][CH:35]=4)[C:28]4[CH:33]=[CH:32][CH:31]=[CH:30][CH:29]=4)[N:3]=3)[CH2:63]2)[CH2:74][CH2:78][CH2:77][CH2:76]1. (3) Given the reactants [C:1]([C:11]1[CH:18]=[CH:17][C:14]([CH:15]=O)=[CH:13][CH:12]=1)#[C:2][CH2:3][CH2:4][CH2:5][CH2:6][CH2:7][CH2:8][CH2:9][CH3:10].[F:19][C:20]([F:29])([F:28])[C:21]1[CH:27]=[CH:26][C:24]([NH2:25])=[CH:23][CH:22]=1, predict the reaction product. The product is: [C:1]([C:11]1[CH:18]=[CH:17][C:14]([CH2:15][NH:25][C:24]2[CH:26]=[CH:27][C:21]([C:20]([F:19])([F:28])[F:29])=[CH:22][CH:23]=2)=[CH:13][CH:12]=1)#[C:2][CH2:3][CH2:4][CH2:5][CH2:6][CH2:7][CH2:8][CH2:9][CH3:10]. (4) Given the reactants [O:1]1[CH2:6][CH2:5][CH2:4][CH2:3][CH:2]1[N:7]1[C:11]2[CH:12]=[CH:13][C:14]([C:16](=[N:19]O)CC)=[CH:15][C:10]=2[N:9]=[CH:8]1.[CH2:21]1COC[CH2:22]1, predict the reaction product. The product is: [CH2:21]([C:15]1[C:10]2[N:9]=[CH:8][N:7]([CH:2]3[CH2:3][CH2:4][CH2:5][CH2:6][O:1]3)[C:11]=2[CH:12]=[CH:13][C:14]=1[CH2:16][NH2:19])[CH3:22]. (5) Given the reactants [Li]C(C)(C)C.[CH:6]([Si:9]([CH:18]([CH3:20])[CH3:19])([CH:15]([CH3:17])[CH3:16])[C:10]1[O:11][CH:12]=[CH:13][N:14]=1)([CH3:8])[CH3:7].[CH2:21]([Sn:25](Cl)([CH2:30][CH2:31][CH2:32][CH3:33])[CH2:26][CH2:27][CH2:28][CH3:29])[CH2:22][CH2:23][CH3:24], predict the reaction product. The product is: [CH2:30]([Sn:25]([CH2:21][CH2:22][CH2:23][CH3:24])([CH2:26][CH2:27][CH2:28][CH3:29])[C:12]1[O:11][C:10]([Si:9]([CH:6]([CH3:8])[CH3:7])([CH:15]([CH3:17])[CH3:16])[CH:18]([CH3:20])[CH3:19])=[N:14][CH:13]=1)[CH2:31][CH2:32][CH3:33].